Dataset: Forward reaction prediction with 1.9M reactions from USPTO patents (1976-2016). Task: Predict the product of the given reaction. (1) Given the reactants [CH3:1][C:2]([C:6]1[CH:11]=[CH:10][C:9]([C:12]2[N:16]=[CH:15][N:14]([C:17]3[CH:22]=[CH:21][C:20]([O:23][C:24]([F:27])([F:26])[F:25])=[CH:19][CH:18]=3)[N:13]=2)=[CH:8][CH:7]=1)([CH3:5])[CH2:3][NH2:4].[CH:28]([C:31]1[CH:36]=[CH:35][C:34]([CH3:37])=[CH:33][C:32]=1[N:38]1[C:42](=[O:43])[CH2:41][S:40]/[C:39]/1=[N:44]\[C:45](=O)[O:46]C1C=CC([N+]([O-])=O)=CC=1)([CH3:30])[CH3:29], predict the reaction product. The product is: [CH:28]([C:31]1[CH:36]=[CH:35][C:34]([CH3:37])=[CH:33][C:32]=1[N:38]1[C:42](=[O:43])[CH2:41][S:40]/[C:39]/1=[N:44]\[C:45]([NH:4][CH2:3][C:2]([CH3:1])([C:6]1[CH:11]=[CH:10][C:9]([C:12]2[N:16]=[CH:15][N:14]([C:17]3[CH:22]=[CH:21][C:20]([O:23][C:24]([F:27])([F:26])[F:25])=[CH:19][CH:18]=3)[N:13]=2)=[CH:8][CH:7]=1)[CH3:5])=[O:46])([CH3:30])[CH3:29]. (2) Given the reactants Cl[C:2]1[C:11]2[C:6](=[CH:7][CH:8]=[C:9]([C:12]3[O:13][CH:14]=[CH:15][N:16]=3)[CH:10]=2)[CH:5]=[N:4][CH:3]=1.[CH3:17][N:18]1[CH:22]=[C:21]([C:23]2[CH:28]=[CH:27][C:26](B3OC(C)(C)C(C)(C)O3)=[CH:25][CH:24]=2)[CH:20]=[N:19]1.C(Cl)Cl.C(=O)([O-])[O-].[Na+].[Na+].O, predict the reaction product. The product is: [CH3:17][N:18]1[CH:22]=[C:21]([C:23]2[CH:24]=[CH:25][C:26]([C:2]3[C:11]4[C:6](=[CH:7][CH:8]=[C:9]([C:12]5[O:13][CH:14]=[CH:15][N:16]=5)[CH:10]=4)[CH:5]=[N:4][CH:3]=3)=[CH:27][CH:28]=2)[CH:20]=[N:19]1. (3) The product is: [C:22]1([CH:28]=[N+:29]([CH3:31])[O-:30])[CH:27]=[CH:26][CH:25]=[CH:24][CH:23]=1.[Cl:17][C:8]1[C:7]2[N:6]=[C:5]([CH2:18][O:19][CH2:20][CH3:21])[N:4]([CH2:1][CH:2]3[O:30][N:29]([CH3:31])[CH:28]([C:22]4[CH:27]=[CH:26][CH:25]=[CH:24][CH:23]=4)[CH2:3]3)[C:16]=2[C:15]2[CH:14]=[CH:13][CH:12]=[CH:11][C:10]=2[N:9]=1. Given the reactants [CH2:1]([N:4]1[C:16]2[C:15]3[CH:14]=[CH:13][CH:12]=[CH:11][C:10]=3[N:9]=[C:8]([Cl:17])[C:7]=2[N:6]=[C:5]1[CH2:18][O:19][CH2:20][CH3:21])[CH:2]=[CH2:3].[C:22]1([CH:28]=[N+:29]([CH3:31])[O-:30])[CH:27]=[CH:26][CH:25]=[CH:24][CH:23]=1, predict the reaction product. (4) The product is: [CH3:28][N:29]([CH3:30])[S:24]([C:21]1[CH:22]=[CH:23][C:18]2[O:17][N:16]=[C:15]([C:13]([NH:12][C:5]3[CH:4]=[CH:3][C:2]([Br:1])=[CH:11][C:6]=3[C:7]([OH:9])=[O:8])=[O:14])[C:19]=2[CH:20]=1)(=[O:25])=[O:26]. Given the reactants [Br:1][C:2]1[CH:3]=[CH:4][C:5]([NH:12][C:13]([C:15]2[C:19]3[CH:20]=[C:21]([S:24](Cl)(=[O:26])=[O:25])[CH:22]=[CH:23][C:18]=3[O:17][N:16]=2)=[O:14])=[C:6]([CH:11]=1)[C:7]([O:9]C)=[O:8].[CH3:28][NH:29][CH3:30], predict the reaction product. (5) The product is: [C:1]([C:3]1[CH:31]=[CH:30][C:6]([CH2:7][N:8]([CH2:9][C:10]([N:12]2[CH2:17][C:16]([C:18]3[C:27]4[C:22](=[CH:23][CH:24]=[CH:25][CH:26]=4)[CH:21]=[CH:20][CH:19]=3)=[C:15]([C:28]#[N:29])[CH2:14][CH2:13]2)=[O:11])[CH2:38][C:37]2[N:33]([CH3:32])[CH:34]=[N:35][CH:36]=2)=[CH:5][CH:4]=1)#[N:2]. Given the reactants [C:1]([C:3]1[CH:31]=[CH:30][C:6]([CH2:7][NH:8][CH2:9][C:10]([N:12]2[CH2:17][C:16]([C:18]3[C:27]4[C:22](=[CH:23][CH:24]=[CH:25][CH:26]=4)[CH:21]=[CH:20][CH:19]=3)=[C:15]([C:28]#[N:29])[CH2:14][CH2:13]2)=[O:11])=[CH:5][CH:4]=1)#[N:2].[CH3:32][N:33]1[C:37]([CH:38]=O)=[CH:36][N:35]=[CH:34]1.C(O[BH-](OC(=O)C)OC(=O)C)(=O)C.[Na+], predict the reaction product. (6) Given the reactants [CH3:1][S:2](Cl)(=[O:4])=[O:3].Cl.[F:7][C:8]1[CH:9]=[C:10]([C@H:14]([C@H:16]2[O:21][CH2:20][CH2:19][N:18]([CH2:22][C:23]3[CH:28]=[CH:27][CH:26]=[CH:25][CH:24]=3)[CH2:17]2)[OH:15])[CH:11]=[CH:12][CH:13]=1.Cl.[F:30][C:31]1[CH:32]=[C:33]([C@@H:37]([C@@H:39]2[O:44][CH2:43][CH2:42][N:41]([CH2:45][C:46]3[CH:51]=[CH:50][CH:49]=[CH:48][CH:47]=3)[CH2:40]2)[OH:38])[CH:34]=[CH:35][CH:36]=1.C(N(CC)CC)C, predict the reaction product. The product is: [CH3:1][S:2]([O:15][C@H:14]([C:10]1[CH:11]=[CH:12][CH:13]=[C:8]([F:7])[CH:9]=1)[C@H:16]1[O:21][CH2:20][CH2:19][N:18]([CH2:22][C:23]2[CH:28]=[CH:27][CH:26]=[CH:25][CH:24]=2)[CH2:17]1)(=[O:4])=[O:3].[CH3:1][S:2]([O:38][C@@H:37]([C:33]1[CH:34]=[CH:35][CH:36]=[C:31]([F:30])[CH:32]=1)[C@@H:39]1[O:44][CH2:43][CH2:42][N:41]([CH2:45][C:46]2[CH:51]=[CH:50][CH:49]=[CH:48][CH:47]=2)[CH2:40]1)(=[O:4])=[O:3]. (7) The product is: [C:1]([C:3]1[CH:4]=[CH:5][C:6]2[N:10]=[CH:9][N:8]([C:11]3[N:19]=[C:18]4[C:14]([N:15]([CH2:33][C:34]([OH:36])=[O:35])[C:16](=[O:32])[N:17]4[C@H:20]4[C:29]5[C:24](=[C:25]([F:31])[CH:26]=[C:27]([F:30])[CH:28]=5)[O:23][CH2:22][CH2:21]4)=[CH:13][N:12]=3)[C:7]=2[CH:38]=1)#[N:2]. Given the reactants [C:1]([C:3]1[CH:4]=[CH:5][C:6]2[N:10]=[CH:9][N:8]([C:11]3[N:19]=[C:18]4[C:14]([N:15]([CH2:33][C:34]([O:36]C)=[O:35])[C:16](=[O:32])[N:17]4[C@H:20]4[C:29]5[C:24](=[C:25]([F:31])[CH:26]=[C:27]([F:30])[CH:28]=5)[O:23][CH2:22][CH2:21]4)=[CH:13][N:12]=3)[C:7]=2[CH:38]=1)#[N:2].[OH-].[Li+], predict the reaction product. (8) Given the reactants [F:1][C:2]([F:8])([F:7])[C:3]([F:6])([F:5])I.C[Li].[Br-].[Li+].[Br:13][C:14]1[CH:15]=[C:16]([CH:20]=[CH:21][C:22](N(OC)C)=[O:23])[CH:17]=[CH:18][CH:19]=1, predict the reaction product. The product is: [Br:13][C:14]1[CH:15]=[C:16]([CH:20]=[CH:21][C:22](=[O:23])[C:3]([F:6])([F:5])[C:2]([F:8])([F:7])[F:1])[CH:17]=[CH:18][CH:19]=1. (9) Given the reactants C([O:4][C:5](=[O:17])[CH2:6][CH2:7][CH2:8][C:9]1[CH:14]=[C:13]([F:15])[CH:12]=[C:11]([F:16])[CH:10]=1)CC.[OH-].[Na+], predict the reaction product. The product is: [F:15][C:13]1[CH:14]=[C:9]([CH2:8][CH2:7][CH2:6][C:5]([OH:17])=[O:4])[CH:10]=[C:11]([F:16])[CH:12]=1. (10) Given the reactants [C:1](Cl)(=[O:3])[CH3:2].N1C=CC=CC=1.[CH3:11][CH:12]([CH3:44])[C@H:13]([NH:21][CH2:22][C@H:23]1[CH2:28][CH2:27][CH2:26][C@@H:25]([O:29][CH2:30][C:31]2[N:32]=[C:33]([C:37]3[CH:42]=[CH:41][C:40]([CH3:43])=[CH:39][CH:38]=3)[O:34][C:35]=2[CH3:36])[CH2:24]1)[C:14]([O:16]C(C)(C)C)=[O:15], predict the reaction product. The product is: [C:1]([N:21]([CH2:22][C@H:23]1[CH2:28][CH2:27][CH2:26][C@@H:25]([O:29][CH2:30][C:31]2[N:32]=[C:33]([C:37]3[CH:38]=[CH:39][C:40]([CH3:43])=[CH:41][CH:42]=3)[O:34][C:35]=2[CH3:36])[CH2:24]1)[C@@H:13]([CH:12]([CH3:44])[CH3:11])[C:14]([OH:16])=[O:15])(=[O:3])[CH3:2].